This data is from Forward reaction prediction with 1.9M reactions from USPTO patents (1976-2016). The task is: Predict the product of the given reaction. (1) Given the reactants [NH:1]1[C:10]2[C:5](=[CH:6][CH:7]=[CH:8][CH:9]=2)[CH2:4][CH2:3][C:2]1=[O:11].[Br:12][CH2:13][CH2:14][CH2:15][CH2:16][CH2:17][C:18](Cl)=[O:19], predict the reaction product. The product is: [Br:12][CH2:13][CH2:14][CH2:15][CH2:16][CH2:17][C:18]([C:7]1[CH:6]=[C:5]2[C:10](=[CH:9][CH:8]=1)[NH:1][C:2](=[O:11])[CH2:3][CH2:4]2)=[O:19]. (2) Given the reactants [C:1]([N:8]1[CH:12]=[CH:11]N=C1)(N1C=CN=C1)=[O:2].NC1C=[CH:18][C:17]([N+:20]([O-:22])=[O:21])=[CH:16][C:15]=1[CH2:23][OH:24], predict the reaction product. The product is: [N+:20]([C:17]1[CH:18]=[CH:11][C:12]2[NH:8][C:1](=[O:2])[O:24][CH2:23][C:15]=2[CH:16]=1)([O-:22])=[O:21]. (3) Given the reactants C(OC([N:8]([CH2:16][C:17]1[CH:22]=[CH:21][CH:20]=[C:19]([CH:23]2[CH2:28][CH2:27][N:26]([C:29]([C:31]3[CH:32]=[N:33][C:34]4[C:39]([CH:40]=3)=[CH:38][C:37]([Cl:41])=[CH:36][CH:35]=4)=[O:30])[CH2:25][CH2:24]2)[CH:18]=1)C(OC(C)(C)C)=O)=O)(C)(C)C.FC(F)(F)C(O)=O, predict the reaction product. The product is: [Cl:41][C:37]1[CH:38]=[C:39]2[C:34](=[CH:35][CH:36]=1)[N:33]=[CH:32][C:31]([C:29]([N:26]1[CH2:27][CH2:28][CH:23]([C:19]3[CH:18]=[C:17]([CH:22]=[CH:21][CH:20]=3)[CH2:16][NH2:8])[CH2:24][CH2:25]1)=[O:30])=[CH:40]2. (4) Given the reactants [C:1]([O:5][C:6](=[O:25])[NH:7][C@H:8]([CH:22]([CH3:24])[CH3:23])[C:9]([N:11]([CH2:15][C:16]1[CH:21]=[CH:20][CH:19]=[CH:18][CH:17]=1)[CH2:12][CH2:13]Cl)=[O:10])([CH3:4])([CH3:3])[CH3:2].[H-].[Na+], predict the reaction product. The product is: [CH2:15]([N:11]1[CH2:12][CH2:13][N:7]([C:6]([O:5][C:1]([CH3:4])([CH3:3])[CH3:2])=[O:25])[C@H:8]([CH:22]([CH3:24])[CH3:23])[C:9]1=[O:10])[C:16]1[CH:21]=[CH:20][CH:19]=[CH:18][CH:17]=1. (5) Given the reactants [F:1][C:2]([F:14])([CH:10]([OH:13])[CH2:11][CH3:12])[C:3]([O:5][C:6]([CH3:9])([CH3:8])[CH3:7])=[O:4].C(Cl)(Cl)Cl.[C:19](Cl)(=[O:23])[C:20]([CH3:22])=[CH2:21].C(N(CC)CC)C, predict the reaction product. The product is: [C:19]([O:13][CH:10]([CH2:11][CH3:12])[C:2]([C:3]([O:5][C:6]([CH3:7])([CH3:9])[CH3:8])=[O:4])([F:14])[F:1])(=[O:23])[C:20]([CH3:22])=[CH2:21].